This data is from NCI-60 drug combinations with 297,098 pairs across 59 cell lines. The task is: Regression. Given two drug SMILES strings and cell line genomic features, predict the synergy score measuring deviation from expected non-interaction effect. (1) Drug 1: CC1=CC=C(C=C1)C2=CC(=NN2C3=CC=C(C=C3)S(=O)(=O)N)C(F)(F)F. Drug 2: CCC1=C2CN3C(=CC4=C(C3=O)COC(=O)C4(CC)O)C2=NC5=C1C=C(C=C5)O. Cell line: HS 578T. Synergy scores: CSS=18.8, Synergy_ZIP=3.27, Synergy_Bliss=6.93, Synergy_Loewe=-18.1, Synergy_HSA=3.39. (2) Drug 1: C1=NC2=C(N=C(N=C2N1C3C(C(C(O3)CO)O)O)F)N. Drug 2: C1CN(CCN1C(=O)CCBr)C(=O)CCBr. Cell line: KM12. Synergy scores: CSS=13.1, Synergy_ZIP=-3.36, Synergy_Bliss=5.31, Synergy_Loewe=-1.84, Synergy_HSA=1.93. (3) Drug 1: C1=CC(=CC=C1CCC2=CNC3=C2C(=O)NC(=N3)N)C(=O)NC(CCC(=O)O)C(=O)O. Drug 2: COC1=CC(=CC(=C1O)OC)C2C3C(COC3=O)C(C4=CC5=C(C=C24)OCO5)OC6C(C(C7C(O6)COC(O7)C8=CC=CS8)O)O. Cell line: RXF 393. Synergy scores: CSS=32.9, Synergy_ZIP=-6.93, Synergy_Bliss=-0.605, Synergy_Loewe=2.62, Synergy_HSA=4.49. (4) Drug 1: CC1=C2C(C(=O)C3(C(CC4C(C3C(C(C2(C)C)(CC1OC(=O)C(C(C5=CC=CC=C5)NC(=O)OC(C)(C)C)O)O)OC(=O)C6=CC=CC=C6)(CO4)OC(=O)C)O)C)O. Drug 2: CC1=C(N=C(N=C1N)C(CC(=O)N)NCC(C(=O)N)N)C(=O)NC(C(C2=CN=CN2)OC3C(C(C(C(O3)CO)O)O)OC4C(C(C(C(O4)CO)O)OC(=O)N)O)C(=O)NC(C)C(C(C)C(=O)NC(C(C)O)C(=O)NCCC5=NC(=CS5)C6=NC(=CS6)C(=O)NCCC[S+](C)C)O. Cell line: SK-OV-3. Synergy scores: CSS=22.3, Synergy_ZIP=-8.15, Synergy_Bliss=1.55, Synergy_Loewe=0.938, Synergy_HSA=2.59. (5) Drug 1: CC1=C2C(C(=O)C3(C(CC4C(C3C(C(C2(C)C)(CC1OC(=O)C(C(C5=CC=CC=C5)NC(=O)OC(C)(C)C)O)O)OC(=O)C6=CC=CC=C6)(CO4)OC(=O)C)OC)C)OC. Drug 2: C1=CC(=CC=C1CCC2=CNC3=C2C(=O)NC(=N3)N)C(=O)NC(CCC(=O)O)C(=O)O. Cell line: SK-MEL-5. Synergy scores: CSS=26.7, Synergy_ZIP=-6.77, Synergy_Bliss=-5.18, Synergy_Loewe=-14.3, Synergy_HSA=-2.83. (6) Drug 1: CC1C(C(=O)NC(C(=O)N2CCCC2C(=O)N(CC(=O)N(C(C(=O)O1)C(C)C)C)C)C(C)C)NC(=O)C3=C4C(=C(C=C3)C)OC5=C(C(=O)C(=C(C5=N4)C(=O)NC6C(OC(=O)C(N(C(=O)CN(C(=O)C7CCCN7C(=O)C(NC6=O)C(C)C)C)C)C(C)C)C)N)C. Drug 2: C1CN(P(=O)(OC1)NCCCl)CCCl. Cell line: HOP-62. Synergy scores: CSS=6.98, Synergy_ZIP=-6.63, Synergy_Bliss=3.02, Synergy_Loewe=-19.9, Synergy_HSA=1.71. (7) Drug 1: CC12CCC3C(C1CCC2O)C(CC4=C3C=CC(=C4)O)CCCCCCCCCS(=O)CCCC(C(F)(F)F)(F)F. Drug 2: CC1C(C(CC(O1)OC2CC(CC3=C2C(=C4C(=C3O)C(=O)C5=C(C4=O)C(=CC=C5)OC)O)(C(=O)CO)O)N)O.Cl. Cell line: HOP-62. Synergy scores: CSS=37.1, Synergy_ZIP=-0.335, Synergy_Bliss=-0.940, Synergy_Loewe=-6.44, Synergy_HSA=-1.06.